Dataset: Forward reaction prediction with 1.9M reactions from USPTO patents (1976-2016). Task: Predict the product of the given reaction. Given the reactants C(OC1C=CC(F)=C2C=1C(CCN(C)C)=CN2C)C1C=CC=CC=1.[CH3:25][N:26]([CH3:42])[CH2:27][CH2:28][C:29]1[C:37]2[C:36]([OH:38])=[CH:35][C:34]([F:39])=[CH:33][C:32]=2[N:31]([CH2:40][CH3:41])[CH:30]=1.[Cl:43][C:44]1[CH:49]=[CH:48][C:47]([CH2:50]Cl)=[CH:46][CH:45]=1, predict the reaction product. The product is: [Cl:43][C:44]1[CH:49]=[CH:48][C:47]([CH2:50][O:38][C:36]2[CH:35]=[C:34]([F:39])[CH:33]=[C:32]3[C:37]=2[C:29]([CH2:28][CH2:27][N:26]([CH3:25])[CH3:42])=[CH:30][N:31]3[CH2:40][CH3:41])=[CH:46][CH:45]=1.